Dataset: Full USPTO retrosynthesis dataset with 1.9M reactions from patents (1976-2016). Task: Predict the reactants needed to synthesize the given product. (1) Given the product [CH2:17]([N:11]1[C:12]2[C:7](=[C:6]([OH:31])[C:5]([C:3]([NH:32][C@@H:33]([CH2:34][C:35]3[CH:40]=[CH:39][CH:38]=[CH:37][CH:36]=3)[C:41]([OH:43])=[O:42])=[O:4])=[N:14][C:13]=2[C:15]#[N:16])[CH:8]=[C:9]([C:25]2[CH:26]=[CH:27][CH:28]=[CH:29][CH:30]=2)[C:10]1=[O:24])[C:18]1[CH:19]=[CH:20][CH:21]=[CH:22][CH:23]=1, predict the reactants needed to synthesize it. The reactants are: CO[C:3]([C:5]1[C:6]([OH:31])=[C:7]2[C:12](=[C:13]([C:15]#[N:16])[N:14]=1)[N:11]([CH2:17][C:18]1[CH:23]=[CH:22][CH:21]=[CH:20][CH:19]=1)[C:10](=[O:24])[C:9]([C:25]1[CH:30]=[CH:29][CH:28]=[CH:27][CH:26]=1)=[CH:8]2)=[O:4].[NH2:32][C@H:33]([C:41]([OH:43])=[O:42])[CH2:34][C:35]1[CH:40]=[CH:39][CH:38]=[CH:37][CH:36]=1.C[O-].[Na+]. (2) Given the product [CH:2]([CH:15]1[C:20](=[O:21])[CH2:19][CH2:18][N:17]([CH2:24][CH2:23][C:22]#[N:25])[CH2:16]1)([C:9]1[CH:14]=[CH:13][CH:12]=[CH:11][CH:10]=1)[C:3]1[CH:4]=[CH:5][CH:6]=[CH:7][CH:8]=1, predict the reactants needed to synthesize it. The reactants are: Cl.[CH:2]([CH:15]1[C:20](=[O:21])[CH2:19][CH2:18][NH:17][CH2:16]1)([C:9]1[CH:14]=[CH:13][CH:12]=[CH:11][CH:10]=1)[C:3]1[CH:8]=[CH:7][CH:6]=[CH:5][CH:4]=1.[C:22](#[N:25])[CH:23]=[CH2:24].C1CCN2C(=NCCC2)CC1. (3) Given the product [Cl:1][C:2]1[N:6]2[CH:7]=[C:8]([CH:15]([CH3:18])[CH2:16][CH3:17])[CH:9]=[C:10]([C:11]([F:13])([F:14])[F:12])[C:5]2=[N:4][C:3]=1[C:19]([N:41]1[CH2:42][CH2:43][CH:44]([N:47]2[CH2:51][CH2:50][O:49][C:48]2=[O:52])[CH2:45][CH2:46]1)=[O:20], predict the reactants needed to synthesize it. The reactants are: [Cl:1][C:2]1[N:6]2[CH:7]=[C:8]([CH:15]([CH3:18])[CH2:16][CH3:17])[CH:9]=[C:10]([C:11]([F:14])([F:13])[F:12])[C:5]2=[N:4][C:3]=1[C:19](OC)=[O:20].[OH-].[Na+].C(Cl)(=O)C(Cl)=O.C(N(C(C)C)C(C)C)C.Cl.[NH:41]1[CH2:46][CH2:45][CH:44]([N:47]2[CH2:51][CH2:50][O:49][C:48]2=[O:52])[CH2:43][CH2:42]1. (4) Given the product [Cl:58][C:59]1[CH:69]=[CH:68][CH:67]=[CH:66][C:60]=1[CH:61]([OH:65])[C:62]([N:55]1[CH2:56][CH2:57][N:52]([C:49]2[N:48]=[CH:47][C:46]([NH:45][C:43]([NH:42][C:37]3[CH:38]=[CH:39][CH:40]=[CH:41][C:36]=3[F:35])=[O:44])=[CH:51][CH:50]=2)[CH2:53][CH2:54]1)=[O:63], predict the reactants needed to synthesize it. The reactants are: C(N(CC)CC)C.F[P-](F)(F)(F)(F)F.N1(O[P+](N(C)C)(N(C)C)N(C)C)C2C=CC=CC=2N=N1.[F:35][C:36]1[CH:41]=[CH:40][CH:39]=[CH:38][C:37]=1[NH:42][C:43]([NH:45][C:46]1[CH:47]=[N:48][C:49]([N:52]2[CH2:57][CH2:56][NH:55][CH2:54][CH2:53]2)=[CH:50][CH:51]=1)=[O:44].[Cl:58][C:59]1[CH:69]=[CH:68][CH:67]=[CH:66][C:60]=1[CH:61]([OH:65])[C:62](O)=[O:63].